From a dataset of Forward reaction prediction with 1.9M reactions from USPTO patents (1976-2016). Predict the product of the given reaction. Given the reactants [Cl:1][C:2]1[CH:10]=[C:9]2[C:5]([C:6]([C:11]([O:13]C)=[O:12])=[CH:7][NH:8]2)=[CH:4][C:3]=1[C:15]1[CH:20]=[CH:19][C:18]([C:21]2[CH:26]=[CH:25][CH:24]=[CH:23][C:22]=2[OH:27])=[CH:17][CH:16]=1.[OH-].[Na+], predict the reaction product. The product is: [Cl:1][C:2]1[CH:10]=[C:9]2[C:5]([C:6]([C:11]([OH:13])=[O:12])=[CH:7][NH:8]2)=[CH:4][C:3]=1[C:15]1[CH:16]=[CH:17][C:18]([C:21]2[CH:26]=[CH:25][CH:24]=[CH:23][C:22]=2[OH:27])=[CH:19][CH:20]=1.